From a dataset of Full USPTO retrosynthesis dataset with 1.9M reactions from patents (1976-2016). Predict the reactants needed to synthesize the given product. Given the product [NH:1]1[CH:5]=[CH:4][CH:3]=[C:2]1[C:6]([NH:7][C:8]1([C:9]([NH:18][C@H:19]([CH2:23][OH:24])[CH:20]([CH3:22])[CH3:21])=[O:12])[CH2:13][CH2:14][CH2:15][CH2:16][CH2:17]1)=[O:27], predict the reactants needed to synthesize it. The reactants are: [NH:1]1[CH:5]=[CH:4][CH:3]=[C:2]1[C:6]1C(=O)[C:9](=[O:12])[C:8]2([CH2:17][CH2:16][CH2:15][CH2:14][CH2:13]2)[N:7]=1.[NH2:18][C@H:19]([CH2:23][OH:24])[CH:20]([CH3:22])[CH3:21].C(OCC)(=[O:27])C.